This data is from Catalyst prediction with 721,799 reactions and 888 catalyst types from USPTO. The task is: Predict which catalyst facilitates the given reaction. Reactant: [OH:1][CH2:2][C:3]([NH:6][C:7]([C:9]1[C:10]2[CH2:11][C@H:12]3[CH2:24][C@H:13]3[C:14]=2[N:15]([C:17]2[CH:22]=[N:21][CH:20]=[C:19](Cl)[N:18]=2)[N:16]=1)=[O:8])([CH3:5])[CH3:4].[CH3:25][OH:26].C[O-].[Na+].Cl. Product: [OH:1][CH2:2][C:3]([NH:6][C:7]([C:9]1[C:10]2[CH2:11][C@H:12]3[CH2:24][C@H:13]3[C:14]=2[N:15]([C:17]2[CH:22]=[N:21][CH:20]=[C:19]([O:26][CH3:25])[N:18]=2)[N:16]=1)=[O:8])([CH3:5])[CH3:4]. The catalyst class is: 6.